This data is from Peptide-MHC class II binding affinity with 134,281 pairs from IEDB. The task is: Regression. Given a peptide amino acid sequence and an MHC pseudo amino acid sequence, predict their binding affinity value. This is MHC class II binding data. (1) The peptide sequence is ARVTVKDVTFRNITG. The MHC is DRB1_0101 with pseudo-sequence DRB1_0101. The binding affinity (normalized) is 0.429. (2) The binding affinity (normalized) is 0.437. The MHC is DRB1_0101 with pseudo-sequence DRB1_0101. The peptide sequence is AATAAAAAAVDRGDP. (3) The peptide sequence is VLVDEGRKVAIKGPL. The MHC is DRB1_0901 with pseudo-sequence DRB1_0901. The binding affinity (normalized) is 0.